Dataset: Catalyst prediction with 721,799 reactions and 888 catalyst types from USPTO. Task: Predict which catalyst facilitates the given reaction. (1) Reactant: [Cl:1][C:2]1[CH:20]=[C:19]([N+:21]([O-:23])=[O:22])[CH:18]=[C:17]([Cl:24])[C:3]=1[O:4][C:5]1[CH:6]=[CH:7][C:8]([O:15][CH3:16])=[C:9]([S:11](Cl)(=[O:13])=[O:12])[CH:10]=1.C(N(CC)CC)C.[CH:32]1([NH2:36])[CH2:35][CH2:34][CH2:33]1. Product: [CH:32]1([NH:36][S:11]([C:9]2[CH:10]=[C:5]([O:4][C:3]3[C:2]([Cl:1])=[CH:20][C:19]([N+:21]([O-:23])=[O:22])=[CH:18][C:17]=3[Cl:24])[CH:6]=[CH:7][C:8]=2[O:15][CH3:16])(=[O:13])=[O:12])[CH2:35][CH2:34][CH2:33]1. The catalyst class is: 2. (2) The catalyst class is: 1. Reactant: C[Mg]Br.[C:4]([C:6]([N:9]1[CH2:14][CH2:13][N:12]([C:15]([O:17][C:18]([CH3:21])([CH3:20])[CH3:19])=[O:16])[CH2:11][CH2:10]1)([CH3:8])[CH3:7])#N.O.ClCCl. Product: [C:6]([N:9]1[CH2:14][CH2:13][N:12]([C:15]([O:17][C:18]([CH3:21])([CH3:20])[CH3:19])=[O:16])[CH2:11][CH2:10]1)([CH3:8])([CH3:7])[CH3:4]. (3) Reactant: C([NH:11][CH2:12][CH2:13][CH2:14][CH2:15][C:16]1[CH:21]=[CH:20][CH:19]=[CH:18][C:17]=1[O:22][CH2:23][CH:24]([O:30][C:31](=[O:33])[CH3:32])[CH2:25][O:26][C:27](=[O:29])[CH3:28])(OCC1C=CC=CC=1)=O.C(O)(=O)C. Product: [C:31]([O:30][CH:24]([CH2:25][O:26][C:27](=[O:29])[CH3:28])[CH2:23][O:22][C:17]1[CH:18]=[CH:19][CH:20]=[CH:21][C:16]=1[CH2:15][CH2:14][CH2:13][CH2:12][NH2:11])(=[O:33])[CH3:32]. The catalyst class is: 19. (4) The catalyst class is: 10. Product: [CH3:1][O:2][C:3]1[CH:8]=[CH:7][N:6]([C:9]2[CH:10]=[CH:11][C:12]([N:15]3[CH2:16][CH2:17][N:18]([CH2:23][CH2:24][CH2:25][CH2:26][CH2:27][C:28]4[C:36]5[C:31](=[CH:32][CH:33]=[C:34]([C:37]#[N:38])[CH:35]=5)[NH:30][CH:29]=4)[CH2:19][CH2:20]3)=[CH:13][CH:14]=2)[C:5](=[O:21])[CH:4]=1. Reactant: [CH3:1][O:2][C:3]1[CH:8]=[CH:7][N:6]([C:9]2[CH:14]=[CH:13][C:12]([N:15]3[CH2:20][CH2:19][NH:18][CH2:17][CH2:16]3)=[CH:11][CH:10]=2)[C:5](=[O:21])[CH:4]=1.Cl[CH2:23][CH2:24][CH2:25][CH2:26][CH2:27][C:28]1[C:36]2[C:31](=[CH:32][CH:33]=[C:34]([C:37]#[N:38])[CH:35]=2)[NH:30][CH:29]=1.C(=O)([O-])[O-].[K+].[K+].[I-].[K+]. (5) Reactant: Cl[C:2]1[C:11]2=[N:12][N:13](CC3C=CC(OC)=CC=3)[CH:14]=[C:10]2[C:9]2[CH:8]=[C:7]([O:24][CH3:25])[CH:6]=[CH:5][C:4]=2[N:3]=1.[NH2:26][C:27]1[CH:28]=[CH:29][C:30]2[O:34][C:33](=[O:35])[NH:32][C:31]=2[CH:36]=1.Cl. Product: [CH3:25][O:24][C:7]1[CH:6]=[CH:5][C:4]2[N:3]=[C:2]([NH:26][C:27]3[CH:28]=[CH:29][C:30]4[O:34][C:33](=[O:35])[NH:32][C:31]=4[CH:36]=3)[C:11]3[NH:12][N:13]=[CH:14][C:10]=3[C:9]=2[CH:8]=1. The catalyst class is: 71. (6) Reactant: [F:1][C:2]1[CH:3]=[CH:4][C:5]([O:22][CH3:23])=[C:6]([C:8]2[CH:13]=[CH:12][N:11]=[C:10]3[NH:14][C:15]([CH:17]4[CH2:21][CH2:20][NH:19][CH2:18]4)=[CH:16][C:9]=23)[CH:7]=1.C(N(CC)CC)C.[C:31](Cl)(=[O:33])[CH3:32]. Product: [F:1][C:2]1[CH:3]=[CH:4][C:5]([O:22][CH3:23])=[C:6]([C:8]2[CH:13]=[CH:12][N:11]=[C:10]3[NH:14][C:15]([CH:17]4[CH2:21][CH2:20][N:19]([C:31](=[O:33])[CH3:32])[CH2:18]4)=[CH:16][C:9]=23)[CH:7]=1. The catalyst class is: 4.